Dataset: NCI-60 drug combinations with 297,098 pairs across 59 cell lines. Task: Regression. Given two drug SMILES strings and cell line genomic features, predict the synergy score measuring deviation from expected non-interaction effect. (1) Drug 1: CCN(CC)CCNC(=O)C1=C(NC(=C1C)C=C2C3=C(C=CC(=C3)F)NC2=O)C. Drug 2: CC1=C(N=C(N=C1N)C(CC(=O)N)NCC(C(=O)N)N)C(=O)NC(C(C2=CN=CN2)OC3C(C(C(C(O3)CO)O)O)OC4C(C(C(C(O4)CO)O)OC(=O)N)O)C(=O)NC(C)C(C(C)C(=O)NC(C(C)O)C(=O)NCCC5=NC(=CS5)C6=NC(=CS6)C(=O)NCCC[S+](C)C)O. Cell line: CCRF-CEM. Synergy scores: CSS=4.37, Synergy_ZIP=6.66, Synergy_Bliss=9.80, Synergy_Loewe=-14.3, Synergy_HSA=-8.01. (2) Drug 1: CC1=C(C=C(C=C1)NC2=NC=CC(=N2)N(C)C3=CC4=NN(C(=C4C=C3)C)C)S(=O)(=O)N.Cl. Drug 2: C1=NC2=C(N=C(N=C2N1C3C(C(C(O3)CO)O)F)Cl)N. Cell line: EKVX. Synergy scores: CSS=19.2, Synergy_ZIP=2.66, Synergy_Bliss=1.25, Synergy_Loewe=-38.5, Synergy_HSA=-0.346. (3) Drug 1: CC(C)NC(=O)C1=CC=C(C=C1)CNNC.Cl. Drug 2: C1CNP(=O)(OC1)N(CCCl)CCCl. Cell line: HCT-15. Synergy scores: CSS=-4.81, Synergy_ZIP=-0.260, Synergy_Bliss=-6.35, Synergy_Loewe=-6.37, Synergy_HSA=-7.58. (4) Drug 1: C1=CC(=CC=C1C#N)C(C2=CC=C(C=C2)C#N)N3C=NC=N3. Drug 2: C1CN(CCN1C(=O)CCBr)C(=O)CCBr. Cell line: ACHN. Synergy scores: CSS=21.1, Synergy_ZIP=2.45, Synergy_Bliss=2.33, Synergy_Loewe=-0.0823, Synergy_HSA=0.836. (5) Drug 1: CNC(=O)C1=NC=CC(=C1)OC2=CC=C(C=C2)NC(=O)NC3=CC(=C(C=C3)Cl)C(F)(F)F. Drug 2: CCN(CC)CCCC(C)NC1=C2C=C(C=CC2=NC3=C1C=CC(=C3)Cl)OC. Cell line: MDA-MB-435. Synergy scores: CSS=14.6, Synergy_ZIP=-2.34, Synergy_Bliss=-6.59, Synergy_Loewe=-28.3, Synergy_HSA=-4.14. (6) Drug 1: CC1=C2C(C(=O)C3(C(CC4C(C3C(C(C2(C)C)(CC1OC(=O)C(C(C5=CC=CC=C5)NC(=O)OC(C)(C)C)O)O)OC(=O)C6=CC=CC=C6)(CO4)OC(=O)C)OC)C)OC. Drug 2: C1C(C(OC1N2C=NC3=C(N=C(N=C32)Cl)N)CO)O. Cell line: UACC-257. Synergy scores: CSS=29.2, Synergy_ZIP=8.18, Synergy_Bliss=9.22, Synergy_Loewe=-4.35, Synergy_HSA=7.11. (7) Drug 1: CC12CCC3C(C1CCC2=O)CC(=C)C4=CC(=O)C=CC34C. Drug 2: CN1C(=O)N2C=NC(=C2N=N1)C(=O)N. Cell line: MCF7. Synergy scores: CSS=11.2, Synergy_ZIP=2.78, Synergy_Bliss=1.61, Synergy_Loewe=-9.20, Synergy_HSA=-3.06.